Dataset: Catalyst prediction with 721,799 reactions and 888 catalyst types from USPTO. Task: Predict which catalyst facilitates the given reaction. (1) Reactant: [C@H:1]1([NH2:10])[C:9]2[C:4](=[CH:5][CH:6]=[CH:7][CH:8]=2)[CH2:3][CH2:2]1.C(N(CC)CC)C.[CH2:18](Br)[CH:19]=[CH2:20]. Product: [CH2:20]([NH:10][C@H:1]1[C:9]2[C:4](=[CH:5][CH:6]=[CH:7][CH:8]=2)[CH2:3][CH2:2]1)[CH:19]=[CH2:18]. The catalyst class is: 2. (2) Reactant: [F:1][C:2]1[CH:7]=[CH:6][C:5]([C:8]2[O:9][C:10]3[CH:20]=[C:19]([N:21]([CH3:26])[S:22]([CH3:25])(=[O:24])=[O:23])[C:18]([C:27]4[CH:32]=[CH:31][C:30]([O:33][CH3:34])=[C:29]([C:35]5[O:36][C:37]6[CH:43]=[C:42]([N+:44]([O-])=O)[CH:41]=[CH:40][C:38]=6[N:39]=5)[CH:28]=4)=[CH:17][C:11]=3[C:12]=2[C:13]([NH:15][CH3:16])=[O:14])=[CH:4][CH:3]=1. Product: [NH2:44][C:42]1[CH:41]=[CH:40][C:38]2[N:39]=[C:35]([C:29]3[CH:28]=[C:27]([C:18]4[C:19]([N:21]([CH3:26])[S:22]([CH3:25])(=[O:24])=[O:23])=[CH:20][C:10]5[O:9][C:8]([C:5]6[CH:4]=[CH:3][C:2]([F:1])=[CH:7][CH:6]=6)=[C:12]([C:13]([NH:15][CH3:16])=[O:14])[C:11]=5[CH:17]=4)[CH:32]=[CH:31][C:30]=3[O:33][CH3:34])[O:36][C:37]=2[CH:43]=1. The catalyst class is: 19. (3) Reactant: O[Li].O.CO[C:6](=[O:47])[CH2:7][C:8]1[CH:46]=[CH:45][CH:44]=[CH:43][C:9]=1[CH2:10][CH2:11][C:12]1[C:17]([C:18]([F:21])([F:20])[F:19])=[CH:16][N:15]=[C:14]([NH:22][C:23]2[CH:28]=[CH:27][C:26]([CH:29]3[CH2:34][CH2:33][N:32]([C:35]([O:37][C:38]([CH3:41])([CH3:40])[CH3:39])=[O:36])[CH2:31][CH2:30]3)=[C:25]([CH3:42])[CH:24]=2)[N:13]=1.C1C=CC2N(O)N=[N:54]C=2C=1.CCN=C=NCCCN(C)C.Cl.Cl.CCN(C(C)C)C(C)C.C(=O)([O-])[O-].[NH4+].[NH4+]. Product: [NH2:54][C:6](=[O:47])[CH2:7][C:8]1[CH:46]=[CH:45][CH:44]=[CH:43][C:9]=1[CH2:10][CH2:11][C:12]1[C:17]([C:18]([F:21])([F:19])[F:20])=[CH:16][N:15]=[C:14]([NH:22][C:23]2[CH:28]=[CH:27][C:26]([CH:29]3[CH2:30][CH2:31][N:32]([C:35]([O:37][C:38]([CH3:41])([CH3:40])[CH3:39])=[O:36])[CH2:33][CH2:34]3)=[C:25]([CH3:42])[CH:24]=2)[N:13]=1. The catalyst class is: 278. (4) Reactant: [CH:1]12[O:8][CH:5]([CH2:6][CH2:7]1)[CH2:4][N:3]([C:9]1[N:14]=[C:13]([C:15]3[CH:20]=[CH:19][C:18]([NH:21][C:22]([NH:24][C:25]4[CH:30]=[CH:29][N:28]=[CH:27][CH:26]=4)=[O:23])=[CH:17][CH:16]=3)[N:12]=[C:11]([N:31]3[CH2:36][CH2:35][CH:34]([NH:37][CH2:38][C:39]([O:41]C(C)(C)C)=[O:40])[CH2:33][CH2:32]3)[N:10]=1)[CH2:2]2.[F:46][C:47]([F:52])([F:51])[C:48]([OH:50])=[O:49]. Product: [CH:1]12[O:8][CH:5]([CH2:6][CH2:7]1)[CH2:4][N:3]([C:9]1[N:14]=[C:13]([C:15]3[CH:16]=[CH:17][C:18]([NH:21][C:22]([NH:24][C:25]4[CH:26]=[CH:27][N:28]=[CH:29][CH:30]=4)=[O:23])=[CH:19][CH:20]=3)[N:12]=[C:11]([N:31]3[CH2:36][CH2:35][CH:34]([NH:37][CH2:38][C:39]([OH:41])=[O:40])[CH2:33][CH2:32]3)[N:10]=1)[CH2:2]2.[C:48]([OH:50])([C:47]([F:52])([F:51])[F:46])=[O:49]. The catalyst class is: 4.